The task is: Predict the reaction yield, written as a fraction of the theoretical maximum amount of product (1.0 means a 100% yield; for example, 0.34 means a 34% yield).. This data is from Reaction yield outcomes from USPTO patents with 853,638 reactions. The reactants are C([O:3][C:4](=[O:32])[CH:5]([C:10]1[CH:11]=[C:12]([C:22]2[CH:27]=[CH:26][C:25]([C:28]([F:31])([F:30])[F:29])=[CH:24][CH:23]=2)[CH:13]=[C:14]([CH:16]2[CH2:21][CH2:20][CH2:19][NH:18][CH2:17]2)[CH:15]=1)[CH2:6][CH:7]([CH3:9])[CH3:8])C.[F:33][C:34]1[CH:35]=[C:36]([CH:39]=[C:40]([C:42]([F:45])([F:44])[F:43])[CH:41]=1)[CH2:37]Br.C(N(C(C)C)CC)(C)C. The catalyst is CC#N.CCOC(C)=O. The product is [F:33][C:34]1[CH:35]=[C:36]([CH:39]=[C:40]([C:42]([F:45])([F:44])[F:43])[CH:41]=1)[CH2:37][N:18]1[CH2:19][CH2:20][CH2:21][CH:16]([C:14]2[CH:15]=[C:10]([CH:5]([CH2:6][CH:7]([CH3:9])[CH3:8])[C:4]([OH:32])=[O:3])[CH:11]=[C:12]([C:22]3[CH:23]=[CH:24][C:25]([C:28]([F:31])([F:30])[F:29])=[CH:26][CH:27]=3)[CH:13]=2)[CH2:17]1. The yield is 0.850.